From a dataset of Catalyst prediction with 721,799 reactions and 888 catalyst types from USPTO. Predict which catalyst facilitates the given reaction. (1) Reactant: [C:1]([C:4]1[N:9]=[C:8]([C:10](=O)[CH3:11])[CH:7]=[CH:6][CH:5]=1)(=[O:3])[CH3:2].[CH3:13][C:14]1[CH:19]=[C:18]([CH3:20])[CH:17]=[C:16]([CH3:21])[C:15]=1[NH2:22].C1(C)C=CC(S(O)(=O)=O)=CC=1. Product: [CH3:13][C:14]1[CH:19]=[C:18]([CH3:20])[CH:17]=[C:16]([CH3:21])[C:15]=1[N:22]=[C:10]([C:8]1[N:9]=[C:4]([C:1](=[O:3])[CH3:2])[CH:5]=[CH:6][CH:7]=1)[CH3:11]. The catalyst class is: 259. (2) Reactant: [CH3:1][S:2]([N:5]1[CH2:10][CH2:9][CH2:8][CH2:7][CH:6]1[CH:11]=[CH2:12])(=[O:4])=[O:3].ClC1C=CC=C(C(OO)=[O:21])C=1. Product: [CH3:1][S:2]([N:5]1[CH2:10][CH2:9][CH2:8][CH2:7][CH:6]1[CH:11]1[CH2:12][O:21]1)(=[O:4])=[O:3]. The catalyst class is: 2. (3) Reactant: [Cl:1][C:2]1[CH:7]=[CH:6][N:5]=[C:4]2[C:8]([C:11]([NH:13][C@H:14]3[CH2:19][CH2:18][CH2:17][CH2:16][C@@H:15]3[OH:20])=[O:12])=[CH:9][NH:10][C:3]=12.Br[CH2:22][C:23]1[CH:24]=[CH:25][C:26]([C:29]#[N:30])=[N:27][CH:28]=1.C(=O)([O-])[O-].[Cs+].[Cs+]. Product: [Cl:1][C:2]1[CH:7]=[CH:6][N:5]=[C:4]2[C:8]([C:11]([NH:13][C@H:14]3[CH2:19][CH2:18][CH2:17][CH2:16][C@@H:15]3[OH:20])=[O:12])=[CH:9][N:10]([CH2:22][C:23]3[CH:28]=[N:27][C:26]([C:29]#[N:30])=[CH:25][CH:24]=3)[C:3]=12. The catalyst class is: 3. (4) Reactant: [Br:1][C:2]1[C:3]([C:9]([OH:11])=[O:10])=[N:4][CH:5]=[C:6]([F:8])[CH:7]=1.[C:12](=O)([O-])[O-].[K+].[K+].IC. Product: [Br:1][C:2]1[C:3]([C:9]([O:11][CH3:12])=[O:10])=[N:4][CH:5]=[C:6]([F:8])[CH:7]=1. The catalyst class is: 39. (5) Reactant: [CH2:1]([N:3]1[CH2:7][CH2:6][C@H:5]([C:8]([NH:10][CH2:11][C:12]2[CH:17]=[C:16]([F:18])[CH:15]=[CH:14][C:13]=2[S:19]([NH:22][C:23]2[C:32]([C:33]([O:35]C)=[O:34])=[C:31]3[C:26]([CH:27]4[CH2:37][CH:28]4[CH2:29][O:30]3)=[CH:25][CH:24]=2)(=[O:21])=[O:20])=[O:9])[CH2:4]1)[CH3:2].O.[OH-].[Li+].O. Product: [CH2:1]([N:3]1[CH2:7][CH2:6][C@H:5]([C:8]([NH:10][CH2:11][C:12]2[CH:17]=[C:16]([F:18])[CH:15]=[CH:14][C:13]=2[S:19]([NH:22][C:23]2[C:32]([C:33]([OH:35])=[O:34])=[C:31]3[C:26]([CH:27]4[CH2:37][CH:28]4[CH2:29][O:30]3)=[CH:25][CH:24]=2)(=[O:20])=[O:21])=[O:9])[CH2:4]1)[CH3:2]. The catalyst class is: 12. (6) Reactant: [F:1][C:2]1[C:11]([CH2:12][CH:13]=C)=[C:10]2[C:5]([CH:6]=[CH:7][C:8](=[O:16])[N:9]2[CH3:15])=[CH:4][CH:3]=1.I([O-])(=O)(=O)=[O:18].[Na+]. Product: [F:1][C:2]1[C:11]([CH2:12][CH:13]=[O:18])=[C:10]2[C:5]([CH:6]=[CH:7][C:8](=[O:16])[N:9]2[CH3:15])=[CH:4][CH:3]=1. The catalyst class is: 785. (7) Reactant: C([N:4]1[C:12]2[C:7](=[CH:8][C:9]([C:13](Cl)=[O:14])=[CH:10][CH:11]=2)[C:6]([C:16]2[CH:21]=[CH:20][C:19]([F:22])=[CH:18][CH:17]=2)=[N:5]1)(=O)C.[NH2:23][CH2:24][C:25]1[CH:30]=[CH:29][CH:28]=[CH:27][N:26]=1. Product: [F:22][C:19]1[CH:18]=[CH:17][C:16]([C:6]2[C:7]3[C:12](=[CH:11][CH:10]=[C:9]([C:13]([NH:23][CH2:24][C:25]4[CH:30]=[CH:29][CH:28]=[CH:27][N:26]=4)=[O:14])[CH:8]=3)[NH:4][N:5]=2)=[CH:21][CH:20]=1. The catalyst class is: 17. (8) The catalyst class is: 176. Product: [N:35]1[CH:36]=[CH:37][CH:38]=[CH:39][C:34]=1[C:2]1[CH:3]=[C:4]([N:8]2[C:12]3[CH:13]=[CH:14][C:15]([CH2:17][N:18]4[C:19](=[O:28])[C:20]5[C:25](=[CH:24][CH:23]=[CH:22][CH:21]=5)[C:26]4=[O:27])=[CH:16][C:11]=3[N:10]=[CH:9]2)[CH:5]=[CH:6][CH:7]=1. Reactant: Br[C:2]1[CH:3]=[C:4]([N:8]2[C:12]3[CH:13]=[CH:14][C:15]([CH2:17][N:18]4[C:26](=[O:27])[C:25]5[C:20](=[CH:21][CH:22]=[CH:23][CH:24]=5)[C:19]4=[O:28])=[CH:16][C:11]=3[N:10]=[CH:9]2)[CH:5]=[CH:6][CH:7]=1.C([Sn](CCCC)(CCCC)[C:34]1[CH:39]=[CH:38][CH:37]=[CH:36][N:35]=1)CCC. (9) Reactant: [Cl:1][C:2]1[S:3][C:4]([S:21]([N:24]2[C:30]3[CH:31]=[CH:32][CH:33]=[CH:34][C:29]=3[CH2:28][CH2:27][CH2:26][CH2:25]2)(=[O:23])=[O:22])=[CH:5][C:6]=1[NH:7][C:8]([NH:10][C:11]1[C:19]2[C:18](=[O:20])[O:17][CH2:16][C:15]=2[CH:14]=[CH:13][CH:12]=1)=[O:9].C[O-].[Na+]. Product: [Cl:1][C:2]1[S:3][C:4]([S:21]([N:24]2[C:30]3[CH:31]=[CH:32][CH:33]=[CH:34][C:29]=3[CH2:28][CH2:27][CH2:26][CH2:25]2)(=[O:23])=[O:22])=[CH:5][C:6]=1[N:7]1[C:18](=[O:20])[C:19]2[C:11](=[CH:12][CH:13]=[CH:14][C:15]=2[CH2:16][OH:17])[NH:10][C:8]1=[O:9]. The catalyst class is: 5.